This data is from Reaction yield outcomes from USPTO patents with 853,638 reactions. The task is: Predict the reaction yield, written as a fraction of the theoretical maximum amount of product (1.0 means a 100% yield; for example, 0.34 means a 34% yield). (1) The reactants are Br[C:2]1[CH:3]=[C:4]([C:7]([O:9][CH3:10])=[O:8])[S:5][CH:6]=1.C(=O)([O-])[O-].[K+].[K+].[CH3:17][N:18]1[C:22](B2OC(C)(C)C(C)(C)O2)=[CH:21][CH:20]=[N:19]1. The catalyst is O1CCOCC1.O.CC(C)([P](C(C)(C)C)([Pd][P](C(C)(C)C)(C(C)(C)C)C(C)(C)C)C(C)(C)C)C. The product is [CH3:17][N:18]1[C:22]([C:2]2[CH:3]=[C:4]([C:7]([O:9][CH3:10])=[O:8])[S:5][CH:6]=2)=[CH:21][CH:20]=[N:19]1. The yield is 0.990. (2) The reactants are Br[C:2]1[C:6]([C:7]2[CH:12]=[CH:11][C:10]([O:13][CH3:14])=[CH:9][CH:8]=2)=[CH:5][S:4][CH:3]=1.[C:15]([C:17]1[CH:22]=[CH:21][C:20](B(O)O)=[C:19]([CH3:26])[CH:18]=1)#[N:16].C(=O)([O-])[O-].[Na+].[Na+].C1(C)C=CC=CC=1. The catalyst is C(O)C.O.C1C=CC([P]([Pd]([P](C2C=CC=CC=2)(C2C=CC=CC=2)C2C=CC=CC=2)([P](C2C=CC=CC=2)(C2C=CC=CC=2)C2C=CC=CC=2)[P](C2C=CC=CC=2)(C2C=CC=CC=2)C2C=CC=CC=2)(C2C=CC=CC=2)C2C=CC=CC=2)=CC=1. The product is [CH3:14][O:13][C:10]1[CH:11]=[CH:12][C:7]([C:6]2[C:2]([C:20]3[CH:21]=[CH:22][C:17]([C:15]#[N:16])=[CH:18][C:19]=3[CH3:26])=[CH:3][S:4][CH:5]=2)=[CH:8][CH:9]=1. The yield is 0.694. (3) The reactants are FC(F)(F)C(O)=O.[C:8]1([C:14]2[N:19]=[C:18]([CH:20]3[CH2:25][CH2:24][NH:23][CH2:22][CH2:21]3)[CH:17]=[CH:16][C:15]=2[NH:26][C:27]([C:29]2[NH:30][C:31]([C:34]#[N:35])=[CH:32][N:33]=2)=[O:28])[CH2:13][CH2:12][CH2:11][CH2:10][CH:9]=1.CCN(C(C)C)C(C)C.[CH3:45][S:46]([CH2:49][CH2:50]OS(C)(=O)=O)(=[O:48])=[O:47]. The catalyst is C(Cl)Cl. The product is [C:8]1([C:14]2[N:19]=[C:18]([CH:20]3[CH2:21][CH2:22][N:23]([CH2:50][CH2:49][S:46]([CH3:45])(=[O:48])=[O:47])[CH2:24][CH2:25]3)[CH:17]=[CH:16][C:15]=2[NH:26][C:27]([C:29]2[NH:30][C:31]([C:34]#[N:35])=[CH:32][N:33]=2)=[O:28])[CH2:13][CH2:12][CH2:11][CH2:10][CH:9]=1. The yield is 0.400.